Predict the reaction yield, written as a fraction of the theoretical maximum amount of product (1.0 means a 100% yield; for example, 0.34 means a 34% yield). From a dataset of Reaction yield outcomes from USPTO patents with 853,638 reactions. The reactants are [NH:1]1[CH:6]=[CH:5][CH:4]=[CH:3][C:2]1=[O:7].[H-].[Na+].[CH2:10]([O:12][C:13](=[O:16])[CH2:14][CH3:15])[CH3:11]. The catalyst is C1COCC1. The product is [CH2:10]([O:12][C:13](=[O:16])[C@@H:14]([N:1]1[CH:6]=[CH:5][CH:4]=[CH:3][C:2]1=[O:7])[CH3:15])[CH3:11]. The yield is 0.460.